Dataset: Reaction yield outcomes from USPTO patents with 853,638 reactions. Task: Predict the reaction yield, written as a fraction of the theoretical maximum amount of product (1.0 means a 100% yield; for example, 0.34 means a 34% yield). (1) The reactants are C(OC([N:8]1[CH2:12][CH:11]([O:13][C:14](=[O:19])[C:15]([CH3:18])([CH3:17])[CH3:16])[CH2:10][N:9]1[C:20]([O:22][CH2:23][C:24]1[CH:29]=[CH:28][CH:27]=[CH:26][CH:25]=1)=[O:21])=O)(C)(C)C.S(Cl)(Cl)=O.Cl. The catalyst is CO. The product is [CH2:23]([O:22][C:20]([N:9]1[CH2:10][CH:11]([O:13][C:14](=[O:19])[C:15]([CH3:17])([CH3:16])[CH3:18])[CH2:12][NH:8]1)=[O:21])[C:24]1[CH:29]=[CH:28][CH:27]=[CH:26][CH:25]=1. The yield is 0.980. (2) The reactants are C(OC[N:10]1[C:18]2[C:17](Cl)=[N:16][CH:15]=[N:14][C:13]=2[C:12]([CH2:20][NH:21][C:22]([CH2:27][S:28][CH3:29])([CH2:25][OH:26])[CH2:23][OH:24])=[CH:11]1)C1C=CC=CC=1.Cl.[NH2:31]N.ClCCl. The catalyst is N.[Pd]. The product is [NH2:31][C:17]1[C:18]2[NH:10][CH:11]=[C:12]([CH2:20][NH:21][C:22]([CH2:27][S:28][CH3:29])([CH2:25][OH:26])[CH2:23][OH:24])[C:13]=2[N:14]=[CH:15][N:16]=1. The yield is 0.630.